From a dataset of Reaction yield outcomes from USPTO patents with 853,638 reactions. Predict the reaction yield, written as a fraction of the theoretical maximum amount of product (1.0 means a 100% yield; for example, 0.34 means a 34% yield). (1) The reactants are [C:9](O[C:9]([O:11][C:12]([CH3:15])([CH3:14])[CH3:13])=[O:10])([O:11][C:12]([CH3:15])([CH3:14])[CH3:13])=[O:10].[NH2:16][C:17]1[CH:22]=[CH:21][CH:20]=[C:19]([Br:23])[N:18]=1.C(N(CC)CC)C.O. The catalyst is ClCCl.CN(C)C1C=CN=CC=1. The product is [Br:23][C:19]1[N:18]=[C:17]([NH:16][C:9](=[O:10])[O:11][C:12]([CH3:13])([CH3:14])[CH3:15])[CH:22]=[CH:21][CH:20]=1. The yield is 0.500. (2) The reactants are [NH2:1][C:2]1[CH:9]=[CH:8][C:7]([Cl:10])=[CH:6][C:3]=1[C:4]#[N:5].Cl[C:12]([O:14][CH3:15])=[O:13].C([O-])(O)=O.[Na+]. The catalyst is CC(=O)CC. The product is [Cl:10][C:7]1[CH:8]=[CH:9][C:2]([NH:1][C:12](=[O:13])[O:14][CH3:15])=[C:3]([C:4]#[N:5])[CH:6]=1. The yield is 0.970. (3) The reactants are Cl[C:2]1[N:7]=[C:6]([N:8]2[CH2:13][CH2:12][O:11][CH2:10][CH2:9]2)[N:5]=[C:4]([NH:14][C:15]2[CH:20]=[CH:19][C:18]([O:21][C:22]([F:25])([F:24])[F:23])=[CH:17][CH:16]=2)[N:3]=1.O.[NH2:27][NH2:28]. The catalyst is O1CCOCC1.O. The product is [NH:27]([C:2]1[N:7]=[C:6]([N:8]2[CH2:13][CH2:12][O:11][CH2:10][CH2:9]2)[N:5]=[C:4]([NH:14][C:15]2[CH:20]=[CH:19][C:18]([O:21][C:22]([F:25])([F:24])[F:23])=[CH:17][CH:16]=2)[N:3]=1)[NH2:28]. The yield is 0.950. (4) The reactants are [N:1]1[CH:6]=[CH:5][C:4]([CH3:7])=[CH:3][CH:2]=1.[Br:8][CH2:9][CH2:10][CH2:11][CH2:12][CH2:13][CH3:14].C(#N)C.CCOCC. The catalyst is C(Cl)(Cl)Cl. The product is [Br-:8].[CH2:9]([N+:1]1[CH:6]=[CH:5][C:4]([CH3:7])=[CH:3][CH:2]=1)[CH2:10][CH2:11][CH2:12][CH2:13][CH3:14]. The yield is 0.920.